From a dataset of Full USPTO retrosynthesis dataset with 1.9M reactions from patents (1976-2016). Predict the reactants needed to synthesize the given product. (1) Given the product [N:3]1([CH2:8][CH2:9][CH2:10][C:11]2[CH:12]=[C:13]3[CH:19]=[CH:18][NH:17][C:14]3=[N:15][CH:16]=2)[CH2:7][CH2:6][CH2:5][CH2:4]1, predict the reactants needed to synthesize it. The reactants are: [AlH4-].[Li+].[N:3]1([C:8](=O)[CH2:9][CH2:10][C:11]2[CH:12]=[C:13]3[CH:19]=[CH:18][NH:17][C:14]3=[N:15][CH:16]=2)[CH2:7][CH2:6][CH2:5][CH2:4]1.S([O-])([O-])(=O)=O.[Na+].[Na+]. (2) Given the product [Cl:1][C:2]1[C:3]([O:20][CH3:21])=[C:4]2[C:5](=[CH:6][CH:7]=1)[CH:11]([NH:22][C:23]1[C:32]([CH3:33])=[CH:31][CH:30]=[C:29]3[C:24]=1[CH:25]=[CH:26][C:27](=[O:34])[NH:28]3)[C:10]([OH:17])([C:13]([F:16])([F:14])[F:15])[CH2:9][C:8]2([CH3:18])[CH3:19], predict the reactants needed to synthesize it. The reactants are: [Cl:1][C:2]1[C:3]([O:20][CH3:21])=[C:4]([C:8]([CH3:19])([CH3:18])[CH2:9][C:10]([OH:17])([C:13]([F:16])([F:15])[F:14])[CH:11]=O)[CH:5]=[CH:6][CH:7]=1.[NH2:22][C:23]1[C:32]([CH3:33])=[CH:31][CH:30]=[C:29]2[C:24]=1[CH:25]=[CH:26][C:27](=[O:34])[NH:28]2. (3) Given the product [CH3:1][O:2][CH2:3][C:4]1[C:8]([C:9]([O:11][CH3:12])=[O:10])=[CH:7][N:6]([C:14]2[CH:19]=[CH:18][CH:17]=[C:16]([C:20]([F:23])([F:22])[F:21])[N:15]=2)[N:5]=1, predict the reactants needed to synthesize it. The reactants are: [CH3:1][O:2][CH2:3][C:4]1[C:8]([C:9]([O:11][CH3:12])=[O:10])=[CH:7][NH:6][N:5]=1.Cl[C:14]1[CH:19]=[CH:18][CH:17]=[C:16]([C:20]([F:23])([F:22])[F:21])[N:15]=1.C(=O)([O-])[O-].[K+].[K+]. (4) Given the product [F:1][C:2]1[C:3]([CH2:8][C:9]([O-:11])=[O:10])=[N:4][CH:5]=[CH:6][CH:7]=1.[Na+:15], predict the reactants needed to synthesize it. The reactants are: [F:1][C:2]1[C:3]([CH2:8][C:9]([O:11]CC)=[O:10])=[N:4][CH:5]=[CH:6][CH:7]=1.[OH-].[Na+:15]. (5) Given the product [CH3:16][O:15][CH2:14][CH2:13][O:12][C@@H:11]1[C:10]2[CH:9]=[CH:8][N:7]3[C:17]([CH3:21])=[C:18]([CH3:20])[N:19]=[C:6]3[C:5]=2[NH:4][C@H:3]([C:22]2[CH:23]=[CH:24][CH:25]=[CH:26][CH:27]=2)[C@H:2]1[O:1][C:28](=[O:31])[CH2:29][CH3:30], predict the reactants needed to synthesize it. The reactants are: [OH:1][C@H:2]1[C@H:11]([O:12][CH2:13][CH2:14][O:15][CH3:16])[C:10]2[CH:9]=[CH:8][N:7]3[C:17]([CH3:21])=[C:18]([CH3:20])[N:19]=[C:6]3[C:5]=2[NH:4][C@@H:3]1[C:22]1[CH:27]=[CH:26][CH:25]=[CH:24][CH:23]=1.[C:28](O[C:28](=[O:31])[CH2:29][CH3:30])(=[O:31])[CH2:29][CH3:30].[OH-].[Na+]. (6) Given the product [N:1]1[CH:6]=[CH:5][CH:4]=[CH:3][C:2]=1[C:7]1[N:12]=[C:11]2[S:13][CH:14]=[CH:15][C:10]2=[CH:9][C:8]=1[CH:16]([NH:18][C:20]1[N:28]=[CH:27][N:26]=[C:25]2[C:21]=1[N:22]=[CH:23][NH:24]2)[CH3:17], predict the reactants needed to synthesize it. The reactants are: [N:1]1[CH:6]=[CH:5][CH:4]=[CH:3][C:2]=1[C:7]1[N:12]=[C:11]2[S:13][CH:14]=[CH:15][C:10]2=[CH:9][C:8]=1[CH:16]([NH2:18])[CH3:17].Cl[C:20]1[N:28]=[CH:27][N:26]=[C:25]2[C:21]=1[NH:22][CH:23]=[N:24]2.C(N(C(C)C)CC)(C)C. (7) The reactants are: Br[C:2]1[CH:7]=[CH:6][CH:5]=[C:4]([CH2:8][F:9])[N:3]=1.[CH2:10]([C:14]1[C:23]([CH3:24])=[N:22][C:21]2[C:16](=[CH:17][CH:18]=[CH:19][CH:20]=2)[N:15]=1)[CH2:11][C:12]#[CH:13]. Given the product [F:9][CH2:8][C:4]1[N:3]=[C:2]([C:13]#[C:12][CH2:11][CH2:10][C:14]2[C:23]([CH3:24])=[N:22][C:21]3[C:16](=[CH:17][CH:18]=[CH:19][CH:20]=3)[N:15]=2)[CH:7]=[CH:6][CH:5]=1, predict the reactants needed to synthesize it. (8) Given the product [Cl:20][C:6]1[CH:5]=[N:4][CH:3]=[C:2]([Cl:1])[C:7]=1[S:8][C:9]1[S:13][C:12]([C:14]([NH:27][C:24]2[S:25][CH:26]=[C:22]([CH3:21])[N:23]=2)=[O:16])=[CH:11][C:10]=1[N+:17]([O-:19])=[O:18], predict the reactants needed to synthesize it. The reactants are: [Cl:1][C:2]1[CH:3]=[N:4][CH:5]=[C:6]([Cl:20])[C:7]=1[S:8][C:9]1[S:13][C:12]([C:14]([OH:16])=O)=[CH:11][C:10]=1[N+:17]([O-:19])=[O:18].[CH3:21][C:22]1[N:23]=[C:24]([NH2:27])[S:25][CH:26]=1. (9) Given the product [C:1]([O:5][C:6]([N:8]1[CH2:9][CH2:10][CH:11]([O:14][C:15]2[CH:20]=[CH:19][C:18]([N+:21]([O-:23])=[O:22])=[CH:17][C:16]=2[C:24]([OH:26])=[O:25])[CH2:12][CH2:13]1)=[O:7])([CH3:4])([CH3:2])[CH3:3], predict the reactants needed to synthesize it. The reactants are: [C:1]([O:5][C:6]([N:8]1[CH2:13][CH2:12][CH:11]([O:14][C:15]2[CH:20]=[CH:19][C:18]([N+:21]([O-:23])=[O:22])=[CH:17][C:16]=2[C:24]([O:26]CC)=[O:25])[CH2:10][CH2:9]1)=[O:7])([CH3:4])([CH3:3])[CH3:2].[OH-].[K+].